Predict the reactants needed to synthesize the given product. From a dataset of Full USPTO retrosynthesis dataset with 1.9M reactions from patents (1976-2016). (1) Given the product [OH:35][C@H:34]1[C@H:30]2[O:29][CH2:28][C@@H:27]([O:26][C:24]3[N:23]([CH2:36][O:37][CH2:38][CH2:39][Si:40]([CH3:41])([CH3:42])[CH3:43])[C:5]4=[N:6][C:7]([C:8]5[CH:13]=[CH:12][C:11]([C:45]6[CH:46]=[CH:47][C:48]([S:51](=[N:56][CH3:57])([N:53]([CH3:54])[CH3:55])=[O:52])=[CH:49][CH:50]=6)=[CH:10][CH:9]=5)=[C:2]([Cl:1])[CH:3]=[C:4]4[N:25]=3)[C@H:31]2[O:32][CH2:33]1, predict the reactants needed to synthesize it. The reactants are: [Cl:1][C:2]1[CH:3]=[C:4]2[N:25]=[C:24]([O:26][C@H:27]3[C@H:31]4[O:32][CH2:33][C@@H:34]([OH:35])[C@H:30]4[O:29][CH2:28]3)[N:23]([CH2:36][O:37][CH2:38][CH2:39][Si:40]([CH3:43])([CH3:42])[CH3:41])[C:5]2=[N:6][C:7]=1[C:8]1[CH:13]=[CH:12][C:11](B2OC(C)(C)C(C)(C)O2)=[CH:10][CH:9]=1.Br[C:45]1[CH:50]=[CH:49][C:48]([S:51](=[N:56][CH3:57])([N:53]([CH3:55])[CH3:54])=[O:52])=[CH:47][CH:46]=1. (2) Given the product [C:26]([O:30][C:31](=[O:51])[N:32]([CH2:34][C:35]1[CH:40]=[CH:39][C:38]([C:18]2[C:13]3[CH:12]=[C:11]([C:20]4[CH:21]=[N:22][N:23]([CH3:25])[CH:24]=4)[NH:10][C:14]=3[N:15]=[CH:16][N:17]=2)=[CH:37][C:36]=1[F:50])[CH3:33])([CH3:29])([CH3:27])[CH3:28], predict the reactants needed to synthesize it. The reactants are: C1(S([N:10]2[C:14]3[N:15]=[CH:16][N:17]=[C:18](Cl)[C:13]=3[CH:12]=[C:11]2[C:20]2[CH:21]=[N:22][N:23]([CH3:25])[CH:24]=2)(=O)=O)C=CC=CC=1.[C:26]([O:30][C:31](=[O:51])[N:32]([CH2:34][C:35]1[CH:40]=[CH:39][C:38](B2OC(C)(C)C(C)(C)O2)=[CH:37][C:36]=1[F:50])[CH3:33])([CH3:29])([CH3:28])[CH3:27].C(=O)([O-])[O-].[K+].[K+].COCCOC. (3) Given the product [I:6][C:7]1[N:8]=[CH:9][N:10]([CH2:2][CH:3]([CH3:5])[CH3:4])[C:11]=1[I:12], predict the reactants needed to synthesize it. The reactants are: I[CH2:2][CH:3]([CH3:5])[CH3:4].[I:6][C:7]1[N:8]=[CH:9][NH:10][C:11]=1[I:12].[OH-].[Na+]. (4) Given the product [Br:1][C:2]1[N:7]=[C:6](/[CH:8]=[C:9](\[C:31]#[N:32])/[C:10]([NH:12][CH:13]([C:17]2[CH:18]=[CH:19][C:20]([O:23][CH2:24][CH2:25][N:26]([CH3:27])[CH3:29])=[CH:21][CH:22]=2)[CH2:14][CH2:15][CH3:16])=[O:11])[CH:5]=[CH:4][CH:3]=1, predict the reactants needed to synthesize it. The reactants are: [Br:1][C:2]1[N:7]=[C:6](/[CH:8]=[C:9](\[C:31]#[N:32])/[C:10]([NH:12][CH:13]([C:17]2[CH:22]=[CH:21][C:20]([O:23][CH2:24][CH2:25][N:26]([CH2:29]C)[CH2:27]C)=[CH:19][CH:18]=2)[CH2:14][CH2:15][CH3:16])=[O:11])[CH:5]=[CH:4][CH:3]=1.C(CC(NC(C1C=CC(OCCN(C)C)=CC=1)CCC)=O)#N. (5) Given the product [C:1]([O:5][C:6]([N:8]1[CH2:12][CH2:11][C@@H:10]([NH:13][C:15]2[CH:20]=[CH:19][C:18]([N+:21]([O-:23])=[O:22])=[C:17]([C:24]([F:25])([F:27])[F:26])[CH:16]=2)[CH2:9]1)=[O:7])([CH3:4])([CH3:2])[CH3:3], predict the reactants needed to synthesize it. The reactants are: [C:1]([O:5][C:6]([N:8]1[CH2:12][CH2:11][C@@H:10]([NH2:13])[CH2:9]1)=[O:7])([CH3:4])([CH3:3])[CH3:2].F[C:15]1[CH:20]=[CH:19][C:18]([N+:21]([O-:23])=[O:22])=[C:17]([C:24]([F:27])([F:26])[F:25])[CH:16]=1.C(=O)([O-])[O-].[K+].[K+].[I-].[K+]. (6) Given the product [Cl:25][C:22]1[CH:23]=[C:24]2[C:19](=[CH:20][CH:21]=1)[N:18]([S:26]([C:29]1[CH:30]=[CH:31][CH:32]=[C:33]3[C:38]=1[N:37]=[CH:36][CH:35]=[CH:34]3)(=[O:28])=[O:27])[C:17](=[O:39])[C:16]2([O:15][C:14]([N:1]1[CH2:6][CH2:5][CH2:4][CH2:3][CH2:2]1)=[O:13])[C:40]1[CH:45]=[CH:44][CH:43]=[CH:42][C:41]=1[O:46][CH3:47], predict the reactants needed to synthesize it. The reactants are: [NH:1]1[CH2:6][CH2:5][CH2:4][CH2:3][CH2:2]1.C1([O:13][C:14](=O)[O:15][C:16]2([C:40]3[CH:45]=[CH:44][CH:43]=[CH:42][C:41]=3[O:46][CH3:47])[C:24]3[C:19](=[CH:20][CH:21]=[C:22]([Cl:25])[CH:23]=3)[N:18]([S:26]([C:29]3[CH:30]=[CH:31][CH:32]=[C:33]4[C:38]=3[N:37]=[CH:36][CH:35]=[CH:34]4)(=[O:28])=[O:27])[C:17]2=[O:39])C=CC=CC=1.[OH-].[Na+]. (7) The reactants are: [Br:1][C:2]1[CH:7]=[CH:6][CH:5]=[C:4]([CH2:8]Br)[CH:3]=1.[CH2:10]([Mg]Br)[CH2:11][CH3:12].[Cl-].[NH4+].O. Given the product [Br:1][C:2]1[CH:7]=[CH:6][CH:5]=[C:4]([CH2:8][CH2:10][CH2:11][CH3:12])[CH:3]=1, predict the reactants needed to synthesize it.